Dataset: Full USPTO retrosynthesis dataset with 1.9M reactions from patents (1976-2016). Task: Predict the reactants needed to synthesize the given product. (1) Given the product [CH:50]1([S:53]([NH:56][C:37](=[O:38])[C:36]2[CH:35]=[CH:34][C:33]([C:20]3[C:21]([CH3:32])([CH3:31])[C@H:22]4[C@:17]([CH3:42])([CH2:18][CH:19]=3)[C@@H:16]3[C@:25]([CH3:30])([C@@:26]5([CH3:29])[C@H:13]([CH2:14][CH2:15]3)[C@H:12]3[C@H:43]([C:46]([CH3:48])=[CH2:47])[CH2:44][CH2:45][C@:11]3([NH:10][CH2:9][CH2:8][N:5]3[CH2:6][CH2:7][S:2](=[O:1])(=[O:49])[CH2:3][CH2:4]3)[CH2:28][CH2:27]5)[CH2:24][CH2:23]4)=[CH:41][CH:40]=2)(=[O:55])=[O:54])[CH2:52][CH2:51]1, predict the reactants needed to synthesize it. The reactants are: [O:1]=[S:2]1(=[O:49])[CH2:7][CH2:6][N:5]([CH2:8][CH2:9][NH:10][C@:11]23[CH2:45][CH2:44][C@@H:43]([C:46]([CH3:48])=[CH2:47])[C@@H:12]2[C@@H:13]2[C@@:26]([CH3:29])([CH2:27][CH2:28]3)[C@@:25]3([CH3:30])[C@@H:16]([C@:17]4([CH3:42])[C@@H:22]([CH2:23][CH2:24]3)[C:21]([CH3:32])([CH3:31])[C:20]([C:33]3[CH:41]=[CH:40][C:36]([C:37](Cl)=[O:38])=[CH:35][CH:34]=3)=[CH:19][CH2:18]4)[CH2:15][CH2:14]2)[CH2:4][CH2:3]1.[CH:50]1([S:53]([NH2:56])(=[O:55])=[O:54])[CH2:52][CH2:51]1.CCN(C(C)C)C(C)C. (2) Given the product [C:14]([C:9]1[CH:8]=[C:7]([CH:12]=[CH:11][C:10]=1[OH:13])[C:6]([NH2:25])=[O:5])([CH3:17])([CH3:16])[CH3:15], predict the reactants needed to synthesize it. The reactants are: C([O:5][C:6](=O)[C:7]1[CH:12]=[CH:11][C:10]([OH:13])=[C:9]([C:14]([CH3:17])([CH3:16])[CH3:15])[CH:8]=1)(C)(C)C.C1CCC([N:25]=C=NC2CCCCC2)CC1.C1C=CC2N(O)N=NC=2C=1.[OH-].[NH4+]. (3) Given the product [CH2:19]([N:20]1[CH2:21][CH:22]2[CH:25]([NH:26][C:8](=[O:10])[C:7]([C:1]3[CH:2]=[CH:3][CH:4]=[CH:5][CH:6]=3)([C:12]3[CH:17]=[CH:16][CH:15]=[CH:14][CH:13]=3)[CH3:11])[CH:18]1[CH2:24][CH2:23]2)[C:38]1[CH:43]=[CH:42][CH:41]=[CH:40][CH:39]=1, predict the reactants needed to synthesize it. The reactants are: [C:1]1([C:7]([C:12]2[CH:17]=[CH:16][CH:15]=[CH:14][CH:13]=2)([CH3:11])[C:8]([OH:10])=O)[CH:6]=[CH:5][CH:4]=[CH:3][CH:2]=1.[CH:18]12[CH:25]([NH2:26])[CH:22]([CH2:23][CH2:24]1)[CH2:21][NH:20][CH2:19]2.CN1CCOCC1.ON1[C:39]2[CH:40]=[CH:41][CH:42]=[CH:43][C:38]=2N=N1.Cl.CN(C)CCCN=C=NCC. (4) Given the product [CH3:33][N:34]([CH3:38])[C:35]1[N:37]=[C:5]([C:7]2[CH:8]=[C:9]([NH:19][C:20](=[O:26])[O:21][C:22]([CH3:24])([CH3:23])[CH3:25])[C:10]3[C:15]([CH:16]=2)=[CH:14][CH:13]=[C:12]([O:17][CH3:18])[CH:11]=3)[CH:4]=[CH:3][N:36]=1, predict the reactants needed to synthesize it. The reactants are: CN(C)[CH:3]=[CH:4][C:5]([C:7]1[CH:8]=[C:9]([NH:19][C:20](=[O:26])[O:21][C:22]([CH3:25])([CH3:24])[CH3:23])[C:10]2[C:15]([CH:16]=1)=[CH:14][CH:13]=[C:12]([O:17][CH3:18])[CH:11]=2)=O.S(O)(O)(=O)=O.[CH3:33][N:34]([CH3:38])[C:35]([NH2:37])=[NH:36].[O-]CC.[Na+].C(OCC)(=O)C. (5) Given the product [C:14]([O:13][C:11]([N:7]1[CH2:8][CH2:9][CH2:10][C@H:6]1[C:4](=[O:5])[CH2:27][C:26]1[CH:30]=[CH:31][C:23]([C:19]([CH3:22])([CH3:21])[CH3:20])=[CH:24][CH:25]=1)=[O:12])([CH3:15])([CH3:16])[CH3:17], predict the reactants needed to synthesize it. The reactants are: CON(C)[C:4]([C@@H:6]1[CH2:10][CH2:9][CH2:8][N:7]1[C:11]([O:13][C:14]([CH3:17])([CH3:16])[CH3:15])=[O:12])=[O:5].[C:19]([C:23]1[CH:31]=[CH:30][C:26]([CH2:27][Mg]Br)=[CH:25][CH:24]=1)([CH3:22])([CH3:21])[CH3:20]. (6) Given the product [OH:1][C:2]1[C:11]2[C:6](=[CH:7][CH:8]=[CH:9][CH:10]=2)[C:5](/[CH:12]=[CH:23]/[C:21]2[O:20][C:19]([CH3:24])=[CH:18][C:17](=[C:16]([C:25]#[N:26])[C:14]#[N:15])[CH:22]=2)=[CH:4][CH:3]=1, predict the reactants needed to synthesize it. The reactants are: [OH:1][C:2]1[C:11]2[C:6](=[CH:7][CH:8]=[CH:9][CH:10]=2)[C:5]([CH:12]=O)=[CH:4][CH:3]=1.[C:14]([C:16]([C:25]#[N:26])=[C:17]1[CH:22]=[C:21]([CH3:23])[O:20][C:19]([CH3:24])=[CH:18]1)#[N:15].N1CCCCC1. (7) Given the product [CH2:1]([N:8]1[CH2:9][CH2:10][N:11]([NH:14][S:28]([CH2:27][CH2:26][N:17]2[C:16](=[O:15])[C:24]3[C:19](=[CH:20][CH:21]=[CH:22][CH:23]=3)[C:18]2=[O:25])(=[O:29])=[O:30])[CH2:12][CH2:13]1)[C:2]1[CH:3]=[CH:4][CH:5]=[CH:6][CH:7]=1, predict the reactants needed to synthesize it. The reactants are: [CH2:1]([N:8]1[CH2:13][CH2:12][N:11]([NH2:14])[CH2:10][CH2:9]1)[C:2]1[CH:7]=[CH:6][CH:5]=[CH:4][CH:3]=1.[O:15]=[C:16]1[C:24]2[C:19](=[CH:20][CH:21]=[CH:22][CH:23]=2)[C:18](=[O:25])[N:17]1[CH2:26][CH2:27][S:28](Cl)(=[O:30])=[O:29].